Dataset: Forward reaction prediction with 1.9M reactions from USPTO patents (1976-2016). Task: Predict the product of the given reaction. (1) Given the reactants [Cl:1][C:2]1[C:7]([O:8][CH2:9][CH3:10])=[CH:6][C:5]([CH2:11][OH:12])=[CH:4][C:3]=1[O:13][CH2:14][CH3:15], predict the reaction product. The product is: [Cl:1][C:2]1[C:7]([O:8][CH2:9][CH3:10])=[CH:6][C:5]([CH:11]=[O:12])=[CH:4][C:3]=1[O:13][CH2:14][CH3:15]. (2) Given the reactants [Cl:1][C:2]1[CH:3]=[CH:4][C:5]2[N:6]=[C:7]([CH2:20]Cl)[N:8]3[C:16]4[CH:15]=[CH:14][CH:13]=[C:12]([F:17])[C:11]=4[CH:10]=[C:9]3[C:18]=2[N:19]=1.[CH3:22][S:23]([O:25][Na])=[O:24].OP([O-])([O-])=O.[K+].[K+].O, predict the reaction product. The product is: [Cl:1][C:2]1[CH:3]=[CH:4][C:5]2[N:6]=[C:7]([CH2:20][S:23]([CH3:22])(=[O:25])=[O:24])[N:8]3[C:16]4[CH:15]=[CH:14][CH:13]=[C:12]([F:17])[C:11]=4[CH:10]=[C:9]3[C:18]=2[N:19]=1.